This data is from Full USPTO retrosynthesis dataset with 1.9M reactions from patents (1976-2016). The task is: Predict the reactants needed to synthesize the given product. (1) Given the product [C:1]([N:4]1[C:13]2[C:8](=[CH:9][C:10]([C:32]3[CH:31]=[CH:30][C:29]([C:27]([O:26][CH3:25])=[O:28])=[N:34][CH:33]=3)=[CH:11][CH:12]=2)[C@H:7]([NH:15][C:16]2[CH:23]=[CH:22][C:19]([C:20]#[N:21])=[CH:18][N:17]=2)[CH2:6][C@@H:5]1[CH3:24])(=[O:3])[CH3:2], predict the reactants needed to synthesize it. The reactants are: [C:1]([N:4]1[C:13]2[C:8](=[CH:9][C:10](Br)=[CH:11][CH:12]=2)[C@H:7]([NH:15][C:16]2[CH:23]=[CH:22][C:19]([C:20]#[N:21])=[CH:18][N:17]=2)[CH2:6][C@@H:5]1[CH3:24])(=[O:3])[CH3:2].[CH3:25][O:26][C:27]([C:29]1[N:34]=[CH:33][C:32](B(O)O)=[CH:31][CH:30]=1)=[O:28].C(N(CC)CC)C. (2) Given the product [CH3:5][O:6][C:7]1[CH:8]=[CH:9][C:10]([N:13]2[CH:17]=[CH:16][C:15]([NH:22][C:23]([O:25][CH3:26])=[O:24])=[N:14]2)=[CH:11][CH:12]=1, predict the reactants needed to synthesize it. The reactants are: C[Al](C)C.[CH3:5][O:6][C:7]1[CH:12]=[CH:11][C:10]([N:13]2[C:17](C(OC)=O)=[CH:16][C:15]([NH:22][C:23]([O:25][CH3:26])=[O:24])=[N:14]2)=[CH:9][CH:8]=1. (3) The reactants are: [Si]([O:18][CH2:19][C@@H:20]([N:24]1[C@H:29]([C:30]2[CH:35]=[CH:34][C:33]([Cl:36])=[CH:32][CH:31]=2)[C@@H:28]([C:37]2[CH:42]=[CH:41][CH:40]=[C:39]([Cl:43])[CH:38]=2)[CH2:27][C@@:26]([C:45]2([C:48]([O:50][CH3:51])=[O:49])[CH2:47][CH2:46]2)([CH3:44])[C:25]1=[O:52])[CH:21]1[CH2:23][CH2:22]1)(C(C)(C)C)(C1C=CC=CC=1)C1C=CC=CC=1.CCCC[N+](CCCC)(CCCC)CCCC.[F-]. Given the product [Cl:43][C:39]1[CH:38]=[C:37]([C@@H:28]2[C@@H:29]([C:30]3[CH:35]=[CH:34][C:33]([Cl:36])=[CH:32][CH:31]=3)[N:24]([C@@H:20]([CH:21]3[CH2:22][CH2:23]3)[CH2:19][OH:18])[C:25](=[O:52])[C@:26]([C:45]3([C:48]([O:50][CH3:51])=[O:49])[CH2:46][CH2:47]3)([CH3:44])[CH2:27]2)[CH:42]=[CH:41][CH:40]=1, predict the reactants needed to synthesize it. (4) Given the product [O:25]=[C:10]1[C:11]2([CH2:17][CH2:16][NH:15][CH2:14][CH2:13]2)[CH2:12][N:9]1[C:6]1[CH:5]=[CH:4][C:3]([C:1]#[N:2])=[CH:8][N:7]=1, predict the reactants needed to synthesize it. The reactants are: [C:1]([C:3]1[CH:4]=[CH:5][C:6]([N:9]2[CH2:12][C:11]3([CH2:17][CH2:16][N:15](C(OC(C)(C)C)=O)[CH2:14][CH2:13]3)[C:10]2=[O:25])=[N:7][CH:8]=1)#[N:2].C(O)(C(F)(F)F)=O. (5) Given the product [CH3:22][C@H:23]1[C@@H:27]([C:28]2[CH:33]=[CH:32][CH:31]=[CH:30][CH:29]=2)[O:26][C:25](=[O:34])[N:24]1[C:1](=[O:7])[CH2:2][CH2:3][CH2:4][CH3:5], predict the reactants needed to synthesize it. The reactants are: [C:1]([OH:7])(=O)[CH2:2][CH2:3][CH2:4][CH3:5].CCN(CC)CC.CC(C)(C)C(Cl)=O.[CH3:22][C@H:23]1[C@@H:27]([C:28]2[CH:33]=[CH:32][CH:31]=[CH:30][CH:29]=2)[O:26][C:25](=[O:34])[NH:24]1.[Li+].[Cl-]. (6) The reactants are: [O:1]=[S:2](Cl)Cl.[Br:5][C:6]1[CH:7]=[C:8]([C:12]([NH:16][C:17](=[O:23])[O:18][C:19]([CH3:22])([CH3:21])[CH3:20])([CH3:15])[CH2:13][OH:14])[CH:9]=[CH:10][CH:11]=1.N1C=CC=CC=1. Given the product [C:19]([O:18][C:17]([N:16]1[C:12]([C:8]2[CH:9]=[CH:10][CH:11]=[C:6]([Br:5])[CH:7]=2)([CH3:15])[CH2:13][O:14][S:2]1=[O:1])=[O:23])([CH3:20])([CH3:21])[CH3:22], predict the reactants needed to synthesize it. (7) Given the product [Cl:5][C:6]1[C:7]([F:15])=[C:8]([CH:9]([OH:10])[CH:1]=[CH2:2])[C:11]([F:14])=[CH:12][CH:13]=1, predict the reactants needed to synthesize it. The reactants are: [CH:1]([Mg]Br)=[CH2:2].[Cl:5][C:6]1[C:7]([F:15])=[C:8]([C:11]([F:14])=[CH:12][CH:13]=1)[CH:9]=[O:10]. (8) Given the product [Cl:1][C:2]1[CH:8]=[C:7]([O:9][C:10]2[C:11]3[NH:18][C:17]([CH3:19])=[CH:16][C:12]=3[N:13]=[CH:14][N:15]=2)[CH:6]=[CH:5][C:3]=1[NH:4][C:29]([NH:28][C:24]1[CH:25]=[CH:26][CH:27]=[C:22]([C:21]([F:20])([F:31])[F:32])[CH:23]=1)=[O:30], predict the reactants needed to synthesize it. The reactants are: [Cl:1][C:2]1[CH:8]=[C:7]([O:9][C:10]2[C:11]3[NH:18][C:17]([CH3:19])=[CH:16][C:12]=3[N:13]=[CH:14][N:15]=2)[CH:6]=[CH:5][C:3]=1[NH2:4].[F:20][C:21]([F:32])([F:31])[C:22]1[CH:23]=[C:24]([N:28]=[C:29]=[O:30])[CH:25]=[CH:26][CH:27]=1. (9) Given the product [Br:21][CH2:12][C:5]1[N:4]=[C:3]([Cl:13])[C:2]([Cl:1])=[CH:11][C:6]=1[C:7]([O:9][CH3:10])=[O:8], predict the reactants needed to synthesize it. The reactants are: [Cl:1][C:2]1[C:3]([Cl:13])=[N:4][C:5]([CH3:12])=[C:6]([CH:11]=1)[C:7]([O:9][CH3:10])=[O:8].C1C(=O)N([Br:21])C(=O)C1.C(OOC(=O)C1C=CC=CC=1)(=O)C1C=CC=CC=1.O. (10) The reactants are: [CH3:1][S:2]([C:5]([C:8]1[CH:9]=[C:10]2[C:15](=[C:16]([C:18]3[CH:19]=C([CH:23]=[CH:24][CH:25]=3)C=O)[CH:17]=1)[N:14]=[CH:13][CH:12]=[CH:11]2)([CH3:7])[CH3:6])(=[O:4])=[O:3].[C-:26]#N.[Na+].[CH3:29][C:30]([OH:32])=[O:31]. Given the product [CH3:26][O:31][C:30](=[O:32])[C:29]1[CH:23]=[CH:24][CH:25]=[C:18]([C:16]2[CH:17]=[C:8]([C:5]([S:2]([CH3:1])(=[O:4])=[O:3])([CH3:7])[CH3:6])[CH:9]=[C:10]3[C:15]=2[N:14]=[CH:13][CH:12]=[CH:11]3)[CH:19]=1, predict the reactants needed to synthesize it.